Dataset: Forward reaction prediction with 1.9M reactions from USPTO patents (1976-2016). Task: Predict the product of the given reaction. Given the reactants C([O:8][C:9]1[C:40]([CH3:41])=[CH:39][C:12]([CH2:13][C@@H:14]([CH2:18][C:19](=[O:38])[N:20]2[CH2:25][CH2:24][CH:23]([N:26]3[CH2:32][CH2:31][C:30]4[CH:33]=[CH:34][CH:35]=[CH:36][C:29]=4[NH:28][C:27]3=[O:37])[CH2:22][CH2:21]2)[C:15]([OH:17])=[O:16])=[CH:11][C:10]=1[O:42][CH3:43])C1C=CC=CC=1.[H][H], predict the reaction product. The product is: [OH:8][C:9]1[C:40]([CH3:41])=[CH:39][C:12]([CH2:13][C@@H:14]([CH2:18][C:19](=[O:38])[N:20]2[CH2:21][CH2:22][CH:23]([N:26]3[CH2:32][CH2:31][C:30]4[CH:33]=[CH:34][CH:35]=[CH:36][C:29]=4[NH:28][C:27]3=[O:37])[CH2:24][CH2:25]2)[C:15]([OH:17])=[O:16])=[CH:11][C:10]=1[O:42][CH3:43].